Dataset: Reaction yield outcomes from USPTO patents with 853,638 reactions. Task: Predict the reaction yield, written as a fraction of the theoretical maximum amount of product (1.0 means a 100% yield; for example, 0.34 means a 34% yield). (1) The reactants are [CH3:1][O:2][C:3]1[CH:4]=[C:5]2[C:10](=[CH:11][C:12]=1[O:13][CH3:14])[N:9]=[CH:8][CH:7]=[C:6]2[O:15][C:16]1[C:22]([CH3:23])=[CH:21][C:19]([NH2:20])=[C:18]([CH3:24])[CH:17]=1.ClC(Cl)(O[C:29](=[O:35])[O:30][C:31](Cl)(Cl)Cl)Cl.OC[CH2:39][N:40]1[C:48](=[O:49])[C:47]2[C:42](=[CH:43][CH:44]=[CH:45][CH:46]=2)[C:41]1=[O:50].C(=O)(O)[O-].[Na+]. The catalyst is C(Cl)Cl.C(N(CC)CC)C.C1(C)C=CC=CC=1. The product is [CH3:1][O:2][C:3]1[CH:4]=[C:5]2[C:10](=[CH:11][C:12]=1[O:13][CH3:14])[N:9]=[CH:8][CH:7]=[C:6]2[O:15][C:16]1[C:22]([CH3:23])=[CH:21][C:19]([NH:20][C:29](=[O:35])[O:30][CH2:31][CH2:39][N:40]2[C:48](=[O:49])[C:47]3[C:42](=[CH:43][CH:44]=[CH:45][CH:46]=3)[C:41]2=[O:50])=[C:18]([CH3:24])[CH:17]=1. The yield is 0.660. (2) The reactants are Br[C:2]1[N:3]=[C:4]([S:25][CH2:26][C:27]2[C:32]([F:33])=[CH:31][CH:30]=[CH:29][C:28]=2[Cl:34])[N:5]([C:18]2[CH:23]=[CH:22][C:21]([F:24])=[CH:20][CH:19]=2)[C:6]=1[C:7]([C:10]1[CH:15]=[CH:14][C:13]([Cl:16])=[C:12]([Cl:17])[CH:11]=1)([CH3:9])[CH3:8].[C:35]1(B(O)O)[CH:40]=[CH:39][CH:38]=[CH:37][CH:36]=1.COC1C=CC=CC=1P(C1C=CC=CC=1OC)C1C=CC=CC=1OC.[O-]P([O-])([O-])=O.[K+].[K+].[K+]. The catalyst is C(O)C.O.CC([O-])=O.CC([O-])=O.[Pd+2]. The product is [Cl:34][C:28]1[CH:29]=[CH:30][CH:31]=[C:32]([F:33])[C:27]=1[CH2:26][S:25][C:4]1[N:5]([C:18]2[CH:23]=[CH:22][C:21]([F:24])=[CH:20][CH:19]=2)[C:6]([C:7]([C:10]2[CH:15]=[CH:14][C:13]([Cl:16])=[C:12]([Cl:17])[CH:11]=2)([CH3:9])[CH3:8])=[C:2]([C:35]2[CH:40]=[CH:39][CH:38]=[CH:37][CH:36]=2)[N:3]=1. The yield is 0.170. (3) The reactants are [Br:1][CH2:2][CH2:3][CH2:4][C:5]([CH3:17])([C:11]1[CH:16]=[CH:15][CH:14]=[CH:13][CH:12]=1)[C:6](OCC)=[O:7].[Li+].[BH4-].CO. The catalyst is C(Cl)Cl. The product is [Br:1][CH2:2][CH2:3][CH2:4][C:5]([CH3:17])([C:11]1[CH:16]=[CH:15][CH:14]=[CH:13][CH:12]=1)[CH2:6][OH:7]. The yield is 0.980. (4) The reactants are Cl[C:2]1[CH:12]=[CH:11][C:5]([C:6]([O:8]CC)=[O:7])=[CH:4][N:3]=1.[F:13][C:14]([F:21])([F:20])[CH2:15][O:16][CH2:17][CH2:18][OH:19].[H-].[Na+]. No catalyst specified. The product is [F:13][C:14]([F:21])([F:20])[CH2:15][O:16][CH2:17][CH2:18][O:19][C:2]1[CH:12]=[CH:11][C:5]([C:6]([OH:8])=[O:7])=[CH:4][N:3]=1. The yield is 0.710. (5) The reactants are ClC(OC(Cl)C)=O.C([N:15]1[CH2:19][C@@H:18]([C:20]2[CH:25]=[CH:24][C:23]([Cl:26])=[C:22]([Cl:27])[CH:21]=2)[C@H:17]([C:28]([O:30][CH3:31])=[O:29])[CH2:16]1)C1C=CC=CC=1. The catalyst is ClCCCl. The product is [Cl:27][C:22]1[CH:21]=[C:20]([C@@H:18]2[CH2:19][NH:15][CH2:16][C@H:17]2[C:28]([O:30][CH3:31])=[O:29])[CH:25]=[CH:24][C:23]=1[Cl:26]. The yield is 0.980.